Dataset: Reaction yield outcomes from USPTO patents with 853,638 reactions. Task: Predict the reaction yield, written as a fraction of the theoretical maximum amount of product (1.0 means a 100% yield; for example, 0.34 means a 34% yield). (1) The reactants are [CH:1]1([O:6][C:7]2[CH:8]=[C:9]([CH2:15][C:16]#[N:17])[CH:10]=[CH:11][C:12]=2[O:13][CH3:14])[CH2:5][CH2:4][CH2:3][CH2:2]1.[Li].[CH3:19]C(NC(C)C)C.IC. The catalyst is C1COCC1. The product is [CH:1]1([O:6][C:7]2[CH:8]=[C:9]([CH:15]([CH3:19])[C:16]#[N:17])[CH:10]=[CH:11][C:12]=2[O:13][CH3:14])[CH2:2][CH2:3][CH2:4][CH2:5]1. The yield is 1.00. (2) The reactants are O1CCCC1.[F:6][C:7]1[CH:12]=[C:11]([O:13][CH3:14])[CH:10]=[C:9]([F:15])[CH:8]=1.C([Li])CCC.[F:21][C:22]([F:27])([F:26])[C:23]([CH3:25])=[O:24]. The catalyst is CCCCCC. The product is [F:6][C:7]1[CH:12]=[C:11]([O:13][CH3:14])[CH:10]=[C:9]([F:15])[C:8]=1[C:23]([OH:24])([CH3:25])[C:22]([F:27])([F:26])[F:21]. The yield is 0.780.